This data is from Reaction yield outcomes from USPTO patents with 853,638 reactions. The task is: Predict the reaction yield, written as a fraction of the theoretical maximum amount of product (1.0 means a 100% yield; for example, 0.34 means a 34% yield). (1) The yield is 0.520. The product is [CH3:1][N:2]([C:14]1[CH:15]=[CH:16][CH:17]=[C:18]2[C:22]=1[NH:21][C:20]([C:23]1[S:24][CH:25]=[CH:26][N:27]=1)=[CH:19]2)[S:3]([C:6]1[CH:10]=[CH:9][S:8][C:7]=1[C:11]([N:50]1[CH2:55][CH2:54][O:53][CH2:52][CH2:51]1)=[O:12])(=[O:5])=[O:4]. The reactants are [CH3:1][N:2]([C:14]1[CH:15]=[CH:16][CH:17]=[C:18]2[C:22]=1[NH:21][C:20]([C:23]1[S:24][CH:25]=[CH:26][N:27]=1)=[CH:19]2)[S:3]([C:6]1[CH:10]=[CH:9][S:8][C:7]=1[C:11](O)=[O:12])(=[O:5])=[O:4].N1(O)C2C=CC=CC=2N=N1.Cl.CN(C)CCCN=C=NCC.[NH:50]1[CH2:55][CH2:54][O:53][CH2:52][CH2:51]1.Cl. The catalyst is CN(C)C=O. (2) The yield is 0.820. The product is [Cl:27][C:28]1[CH:29]=[C:30]([CH:31]=[C:32]([F:40])[C:33]=1[CH2:34][N:35]1[CH2:39][CH2:38][CH2:37][CH2:36]1)[O:12][C@H:13]1[CH2:16][C@H:15]([CH2:17][N:18]([CH3:19])[C:20](=[O:21])[O:22][C:23]([CH3:26])([CH3:25])[CH3:24])[CH2:14]1. The catalyst is CS(C)=O.CCOC(C)=O.O. The reactants are NC[C@@H]1C[C@H](O)C1.CS([O:12][C@H:13]1[CH2:16][C@@H:15]([CH2:17][N:18]([C:20]([O:22][C:23]([CH3:26])([CH3:25])[CH3:24])=[O:21])[CH3:19])[CH2:14]1)(=O)=O.[Cl:27][C:28]1[CH:29]=[C:30](O)[CH:31]=[C:32]([F:40])[C:33]=1[CH2:34][N:35]1[CH2:39][CH2:38][CH2:37][CH2:36]1.C([O-])([O-])=O.[Cs+].[Cs+]. (3) The product is [CH2:16]([C:7]1[CH:6]([C:4]([O:3][CH2:1][CH3:2])=[O:5])[CH2:10][C:9](=[O:11])[CH:8]=1)[CH3:17]. The reactants are [CH2:1]([O:3][C:4]([C:6]1[CH2:10][C:9]([O-:11])=[C:8](C(OC)=O)[C:7]=1[CH2:16][CH3:17])=[O:5])[CH3:2].[Na+].[Cl-].[K+].CC(O)=O.C([O-])(O)=O.[Na+]. The catalyst is C1(C)C=CC=CC=1.O. The yield is 0.690. (4) The reactants are [N:1]([CH2:4][CH:5]1[O:9][C@H:8]2[C@H:10]([O:15][CH2:16][C:17]3[CH:22]=[CH:21][CH:20]=[CH:19][CH:18]=3)[C@@H:11]([CH2:13][OH:14])[O:12][C@H:7]2[CH2:6]1)=[N+]=[N-].C1(P(C2C=CC=CC=2)C2C=CC=CC=2)C=CC=CC=1.O. The catalyst is C1COCC1. The product is [NH2:1][CH2:4][C@@H:5]1[O:9][C@H:8]2[C@H:10]([O:15][CH2:16][C:17]3[CH:22]=[CH:21][CH:20]=[CH:19][CH:18]=3)[C@@H:11]([CH2:13][OH:14])[O:12][C@H:7]2[CH2:6]1. The yield is 0.860. (5) The reactants are [CH3:1][C:2]1[O:6][N:5]=[C:4]([C:7]2[CH:12]=[CH:11][CH:10]=[CH:9][CH:8]=2)[C:3]=1[CH2:13][O:14][C:15]1[CH:23]=[CH:22][C:18]([C:19]([OH:21])=O)=[CH:17][N:16]=1.[NH2:24][CH:25]([CH3:28])[CH2:26][OH:27]. No catalyst specified. The product is [OH:27][CH2:26][CH:25]([NH:24][C:19](=[O:21])[C:18]1[CH:22]=[CH:23][C:15]([O:14][CH2:13][C:3]2[C:4]([C:7]3[CH:8]=[CH:9][CH:10]=[CH:11][CH:12]=3)=[N:5][O:6][C:2]=2[CH3:1])=[N:16][CH:17]=1)[CH3:28]. The yield is 0.890.